From a dataset of Forward reaction prediction with 1.9M reactions from USPTO patents (1976-2016). Predict the product of the given reaction. (1) Given the reactants [C:1]([C:3]1[C:4]([N:10]=[CH:11][N:12](C)C)=[N:5][C:6]([CH3:9])=[CH:7][CH:8]=1)#[N:2].[Br:15][C:16]1[CH:17]=[CH:18][C:19]([S:23][C:24]2[CH:29]=[CH:28][CH:27]=[CH:26][CH:25]=2)=[C:20](N)[CH:21]=1, predict the reaction product. The product is: [Br:15][C:16]1[CH:21]=[CH:20][C:19]([S:23][C:24]2[CH:29]=[CH:28][CH:27]=[CH:26][CH:25]=2)=[C:18]([NH:2][C:1]2[C:3]3[CH:8]=[CH:7][C:6]([CH3:9])=[N:5][C:4]=3[N:10]=[CH:11][N:12]=2)[CH:17]=1. (2) Given the reactants C1C=CC(P(C2C=CC=CC=2)C2C=CC=CC=2)=CC=1.CC(OC(/N=N/C(OC(C)C)=O)=O)C.[C:34]1([CH2:40][CH2:41][CH2:42][CH2:43][CH2:44]O)[CH:39]=[CH:38][CH:37]=[CH:36][CH:35]=1.[C:46]1(=[O:52])[NH:50][C:49](=[O:51])[CH:48]=[CH:47]1, predict the reaction product. The product is: [C:34]1([CH2:40][CH2:41][CH2:42][CH2:43][CH2:44][N:50]2[C:46](=[O:52])[CH:47]=[CH:48][C:49]2=[O:51])[CH:35]=[CH:36][CH:37]=[CH:38][CH:39]=1. (3) The product is: [Br:12][C:9]1[CH:10]=[CH:11][C:6]([C:4](=[O:5])[CH2:3][N:15]2[CH:16]=[CH:17][N:18]=[C:14]2[CH3:13])=[N:7][CH:8]=1. Given the reactants Br.Br[CH2:3][C:4]([C:6]1[CH:11]=[CH:10][C:9]([Br:12])=[CH:8][N:7]=1)=[O:5].[CH3:13][C:14]1[NH:15][CH:16]=[CH:17][N:18]=1, predict the reaction product. (4) Given the reactants C[O:2][C:3]([CH:5]1[CH2:11][C:8]2([CH2:10][CH2:9]2)[CH2:7][N:6]1[C:12]([O:14][CH2:15][C:16]1[CH:21]=[CH:20][CH:19]=[CH:18][CH:17]=1)=[O:13])=[O:4].[Li+].[OH-].Cl, predict the reaction product. The product is: [CH2:15]([O:14][C:12]([N:6]1[CH:5]([C:3]([OH:4])=[O:2])[CH2:11][C:8]2([CH2:9][CH2:10]2)[CH2:7]1)=[O:13])[C:16]1[CH:21]=[CH:20][CH:19]=[CH:18][CH:17]=1. (5) Given the reactants [NH2:1][C@@H:2]([CH2:7][OH:8])[CH2:3][CH:4]([CH3:6])[CH3:5].CCN(CC)CC.[CH3:16][C:17]([O:20][C:21](O[C:21]([O:20][C:17]([CH3:19])([CH3:18])[CH3:16])=[O:22])=[O:22])([CH3:19])[CH3:18], predict the reaction product. The product is: [C:17]([O:20][C:21](=[O:22])[NH:1][CH:2]([CH2:7][OH:8])[CH2:3][CH:4]([CH3:6])[CH3:5])([CH3:19])([CH3:18])[CH3:16]. (6) Given the reactants [Br:1][C:2]1[CH:7]=[CH:6][CH:5]=[C:4]([N+:8]([O-])=O)[C:3]=1[F:11].CC(O)=O.CCO.[OH-].[Na+], predict the reaction product. The product is: [Br:1][C:2]1[C:3]([F:11])=[C:4]([NH2:8])[CH:5]=[CH:6][CH:7]=1.